This data is from Full USPTO retrosynthesis dataset with 1.9M reactions from patents (1976-2016). The task is: Predict the reactants needed to synthesize the given product. (1) Given the product [C:5]([O:11][CH2:12][N:1]=[N+:2]=[N-:3])(=[O:10])[C:6]([CH3:9])([CH3:8])[CH3:7], predict the reactants needed to synthesize it. The reactants are: [N-:1]=[N+:2]=[N-:3].[Na+].[C:5]([O:11][CH2:12]Cl)(=[O:10])[C:6]([CH3:9])([CH3:8])[CH3:7]. (2) Given the product [Cl:15][CH2:1][O:2][CH:10]1[CH:11]2[CH2:12][CH:7]3[CH2:6][CH:5]([CH2:13][CH:9]1[CH2:8]3)[C:4]2=[O:3], predict the reactants needed to synthesize it. The reactants are: [CH2:1]=[O:2].[O:3]=[C:4]1[CH:11]2[CH2:12][CH:7]3[CH2:8][CH:9]([CH2:13][CH:5]1[CH:6]3O)[CH2:10]2.[ClH:15]. (3) The reactants are: [OH:1][CH:2]([CH2:6][CH3:7])[C:3]([O-])=[O:4].[Li+].C1(C)C=CC(S(O)(=O)=O)=CC=1.[CH2:20]([O:27][C:28](=[O:31])[CH2:29][NH2:30])[C:21]1[CH:26]=[CH:25][CH:24]=[CH:23][CH:22]=1.O.ON1C2C=CC=CC=2N=N1.Cl.CN(C)CCCN=C=NCC. Given the product [CH2:20]([O:27][C:28](=[O:31])[CH2:29][NH:30][C:3](=[O:4])[CH:2]([OH:1])[CH2:6][CH3:7])[C:21]1[CH:26]=[CH:25][CH:24]=[CH:23][CH:22]=1, predict the reactants needed to synthesize it.